From a dataset of Forward reaction prediction with 1.9M reactions from USPTO patents (1976-2016). Predict the product of the given reaction. (1) The product is: [CH:1]1[C:10]2[C:14](=[O:15])[C:2]3[C:3](=[CH:4][C:5]4[C:10]([CH:1]=3)=[CH:9][CH:8]=[CH:7][CH:6]=4)[C:11](=[O:13])[C:5]=2[CH:4]=[CH:3][CH:2]=1. Given the reactants [CH:1]1[C:10]2[C:5](=[CH:6][CH:7]=[CH:8][CH:9]=2)[CH:4]=[C:3]2[C:11]([O:13][C:14](=[O:15])[C:2]=12)=O, predict the reaction product. (2) Given the reactants [NH2:1][C:2]1[CH:3]=[C:4]2[C:8](=[CH:9][CH:10]=1)[N:7]([CH2:11][CH2:12][CH2:13][CH2:14][CH3:15])[C:6](=[O:16])[C:5]12[CH2:18][CH2:17]1.[F:19][C:20]([F:31])([F:30])[C:21](O[C:21](=[O:22])[C:20]([F:31])([F:30])[F:19])=[O:22].CCN(CC)CC, predict the reaction product. The product is: [F:19][C:20]([F:31])([F:30])[C:21]([NH:1][C:2]1[CH:3]=[C:4]2[C:8](=[CH:9][CH:10]=1)[N:7]([CH2:11][CH2:12][CH2:13][CH2:14][CH3:15])[C:6](=[O:16])[C:5]12[CH2:18][CH2:17]1)=[O:22].